From a dataset of Full USPTO retrosynthesis dataset with 1.9M reactions from patents (1976-2016). Predict the reactants needed to synthesize the given product. (1) Given the product [N:65]([CH:13]([C:9]1[N:8]([CH2:1][C:2]2[CH:7]=[CH:6][CH:5]=[CH:4][CH:3]=2)[CH:12]=[CH:11][N:10]=1)[CH:14]([CH2:17][CH3:18])[CH2:15][CH3:16])=[N+:66]=[N-:67], predict the reactants needed to synthesize it. The reactants are: [CH2:1]([N:8]1[CH:12]=[CH:11][N:10]=[C:9]1[CH:13](O)[CH:14]([CH2:17][CH3:18])[CH2:15][CH3:16])[C:2]1[CH:7]=[CH:6][CH:5]=[CH:4][CH:3]=1.C1(P(C2C=CC=CC=2)C2C=CC=CC=2)C=CC=CC=1.N(C(OCC)=O)=NC(OCC)=O.C1(P([N:65]=[N+:66]=[N-:67])(C2C=CC=CC=2)=O)C=CC=CC=1. (2) Given the product [Cl:1][C:2]1[CH:10]=[C:9]([Cl:11])[CH:8]=[CH:7][C:3]=1[C:4]([NH:20][CH2:19][CH:18]([N:15]1[CH2:16][CH2:17][O:12][CH2:13][CH2:14]1)[C:21]1[CH:26]=[N:25][C:24]([C:27]([F:29])([F:30])[F:28])=[N:23][CH:22]=1)=[O:6], predict the reactants needed to synthesize it. The reactants are: [Cl:1][C:2]1[CH:10]=[C:9]([Cl:11])[CH:8]=[CH:7][C:3]=1[C:4]([OH:6])=O.[O:12]1[CH2:17][CH2:16][N:15]([CH:18]([C:21]2[CH:22]=[N:23][C:24]([C:27]([F:30])([F:29])[F:28])=[N:25][CH:26]=2)[CH2:19][NH2:20])[CH2:14][CH2:13]1. (3) The reactants are: CN([CH:4]=[O:5])C.C(N(C1CCCCC1)[C@H](C(O)=O)C)(OCC1C2C(=CC=CC=2)C2C1=CC=CC=2)=[O:7].CC(C)N=C=NC(C)C.[CH:44]1[CH:45]=[CH:46][C:47]2[N:52]([OH:53])N=N[C:48]=2[CH:49]=1. Given the product [CH3:45][C:44]1[CH:49]=[CH:48][C:47]([N+:52]([O-:53])=[O:7])=[CH:46][C:4]=1[OH:5], predict the reactants needed to synthesize it.